Dataset: Catalyst prediction with 721,799 reactions and 888 catalyst types from USPTO. Task: Predict which catalyst facilitates the given reaction. (1) Reactant: [CH2:1]([C:3]1[CH:4]=[C:5]([CH:7]=[CH:8][CH:9]=1)[NH2:6])[CH3:2].O[CH2:11][CH:12]([CH2:14]O)O.[Na+].[N+](C1C=C(S([O-])(=O)=O)C=CC=1)([O-])=O.OS(O)(=O)=O. Product: [CH2:1]([C:3]1[CH:4]=[C:5]2[C:7]([CH:11]=[CH:12][CH:14]=[N:6]2)=[CH:8][CH:9]=1)[CH3:2]. The catalyst class is: 6. (2) Reactant: [Br:1][CH2:2][CH2:3][CH2:4][CH2:5][CH2:6][CH2:7][O:8][CH2:9][CH2:10][O:11]CC1C=CC=CC=1. Product: [Br:1][CH2:2][CH2:3][CH2:4][CH2:5][CH2:6][CH2:7][O:8][CH2:9][CH2:10][OH:11]. The catalyst class is: 591. (3) Reactant: [CH3:1][N:2]([C:13]1[CH:18]=[CH:17][CH:16]=[CH:15][CH:14]=1)[CH:3]([C:7]1[CH:12]=[CH:11][CH:10]=[CH:9][CH:8]=1)[C:4]([OH:6])=[O:5].[N:19]12[CH2:26][CH2:25][CH:22]([CH2:23][CH2:24]1)[C@@H:21](O)[CH2:20]2.C1C=CC2N(O)N=NC=2C=1.C1CCC(N=C=NC2CCCCC2)CC1. Product: [CH3:1][N:2]([C:13]1[CH:18]=[CH:17][CH:16]=[CH:15][CH:14]=1)[CH:3]([C:7]1[CH:12]=[CH:11][CH:10]=[CH:9][CH:8]=1)[C:4]([O:6][C@@H:21]1[CH:22]2[CH2:25][CH2:26][N:19]([CH2:24][CH2:23]2)[CH2:20]1)=[O:5]. The catalyst class is: 1. (4) Reactant: OS(O)(=O)=O.[C:6]1([CH:13]=[CH:12][CH:11]=[C:9]([OH:10])[CH:8]=1)[OH:7].[C:14]([CH2:22][C:23](OCC)=[O:24])(=O)[C:15]1[CH:20]=[CH:19][CH:18]=[CH:17][CH:16]=1. Product: [OH:7][C:6]1[CH:8]=[C:9]2[C:11]([C:14]([C:15]3[CH:20]=[CH:19][CH:18]=[CH:17][CH:16]=3)=[CH:22][C:23](=[O:24])[O:10]2)=[CH:12][CH:13]=1. The catalyst class is: 6.